This data is from Reaction yield outcomes from USPTO patents with 853,638 reactions. The task is: Predict the reaction yield, written as a fraction of the theoretical maximum amount of product (1.0 means a 100% yield; for example, 0.34 means a 34% yield). (1) The reactants are [CH3:1][CH:2]([N:4]1[C:12](/[CH:13]=[CH:14]/[C@H:15]([OH:24])[CH2:16][C@H:17]([OH:23])[CH2:18][C:19]([O:21]C)=[O:20])=[C:11]([C:25]2[CH:30]=[CH:29][C:28]([F:31])=[CH:27][CH:26]=2)[C:10]2[C:5]1=[CH:6][CH:7]=[CH:8][CH:9]=2)[CH3:3].[OH-].[Na+:33]. The catalyst is C(#N)C.O. The product is [CH3:3][CH:2]([N:4]1[C:12](/[CH:13]=[CH:14]/[CH:15]([OH:24])[CH2:16][CH:17]([OH:23])[CH2:18][C:19]([O-:21])=[O:20])=[C:11]([C:25]2[CH:26]=[CH:27][C:28]([F:31])=[CH:29][CH:30]=2)[C:10]2[CH:9]=[CH:8][CH:7]=[CH:6][C:5]1=2)[CH3:1].[Na+:33]. The yield is 0.345. (2) The reactants are [NH2:1][CH2:2]/[C:3](/[CH3:29])=[CH:4]/[C:5]1[CH:26]=[C:25]([F:27])[C:8]([O:9][C:10]2[CH:15]=[CH:14][C:13]([S:16]([NH:19][CH2:20][CH2:21][N:22]([CH3:24])[CH3:23])(=[O:18])=[O:17])=[CH:12][CH:11]=2)=[C:7]([F:28])[CH:6]=1.Cl.[N:31]1([CH:36](N)[NH2:37])C=CC=N1. The catalyst is C1COCC1. The product is [F:28][C:7]1[CH:6]=[C:5](/[CH:4]=[C:3](\[CH3:29])/[CH2:2][NH:1][C:36]([NH2:37])=[NH:31])[CH:26]=[C:25]([F:27])[C:8]=1[O:9][C:10]1[CH:15]=[CH:14][C:13]([S:16]([NH:19][CH2:20][CH2:21][N:22]([CH3:24])[CH3:23])(=[O:17])=[O:18])=[CH:12][CH:11]=1. The yield is 0.260. (3) The reactants are C([N:8]1[CH2:21][CH2:20][C:19]2[C:18]3[C:17]([C:22]4[CH:27]=[CH:26][CH:25]=[CH:24][CH:23]=4)=[CH:16][CH:15]=[CH:14][C:13]=3[NH:12][C:11]=2[CH2:10][CH2:9]1)C1C=CC=CC=1. The catalyst is C(O)(=O)C.C(O)C.[Pd]. The product is [C:22]1([C:17]2[C:18]3[C:19]4[CH2:20][CH2:21][NH:8][CH2:9][CH2:10][C:11]=4[NH:12][C:13]=3[CH:14]=[CH:15][CH:16]=2)[CH:23]=[CH:24][CH:25]=[CH:26][CH:27]=1. The yield is 0.900. (4) The reactants are CSC.B.[NH2:5][C:6]1[CH:13]=[C:12]([N+:14]([O-:16])=[O:15])[CH:11]=[CH:10][C:7]=1[C:8]#[N:9]. The catalyst is C1COCC1. The product is [NH2:9][CH2:8][C:7]1[CH:10]=[CH:11][C:12]([N+:14]([O-:16])=[O:15])=[CH:13][C:6]=1[NH2:5]. The yield is 0.750. (5) The reactants are [F:1][C:2]([F:15])([CH:6]([O:9][C:10](=[O:14])[C:11]([CH3:13])=[CH2:12])[CH2:7][CH3:8])[C:3]([OH:5])=[O:4].[CH2:16]1[CH2:21][CH2:20][CH:19](N=C=N[CH:16]2[CH2:21][CH2:20][CH2:19][CH2:18][CH2:17]2)[CH2:18][CH2:17]1.C1(O)C=CC=CC=1.Cl. The catalyst is ClCCl.CN(C1C=CN=CC=1)C. The product is [C:16]1([O:4][C:3](=[O:5])[C:2]([F:15])([F:1])[CH:6]([O:9][C:10](=[O:14])[C:11]([CH3:13])=[CH2:12])[CH2:7][CH3:8])[CH:21]=[CH:20][CH:19]=[CH:18][CH:17]=1. The yield is 0.580. (6) The reactants are CC(C)([O-])C.[K+].[Cl:7][C:8]1[CH:9]=[CH:10][C:11]2[N:12]=[C:13]([NH2:23])[N:14]=[C:15](N3C=NC=N3)[C:16]=2[N:17]=1.[CH3:24][O:25][CH2:26][CH2:27][OH:28]. The catalyst is C(Cl)Cl. The product is [Cl:7][C:8]1[CH:9]=[CH:10][C:11]2[N:12]=[C:13]([NH2:23])[N:14]=[C:15]([O:28][CH2:27][CH2:26][O:25][CH3:24])[C:16]=2[N:17]=1. The yield is 0.900. (7) The reactants are [N:1]([CH2:4][C:5]1[C:13]2[N:12]=[CH:11][N:10]([C:14]([O:16][C:17]([CH3:20])([CH3:19])[CH3:18])=[O:15])[C:9]=2[CH:8]=[CH:7][CH:6]=1)=[N+]=[N-].[Cl:21][C:22]1[CH:23]=[C:24]([CH:35]=[CH:36][C:37]=1[C:38]([O:40][CH3:41])=[O:39])[C:25](ON1C(=O)CCC1=O)=[O:26]. The catalyst is [Pd].CO.C1C=CC=CC=1. The product is [Cl:21][C:22]1[CH:23]=[C:24]([C:25]([NH:1][CH2:4][C:5]2[C:13]3[N:12]=[CH:11][N:10]([C:14]([O:16][C:17]([CH3:20])([CH3:19])[CH3:18])=[O:15])[C:9]=3[CH:8]=[CH:7][CH:6]=2)=[O:26])[CH:35]=[CH:36][C:37]=1[C:38]([O:40][CH3:41])=[O:39]. The yield is 0.660.